From a dataset of Full USPTO retrosynthesis dataset with 1.9M reactions from patents (1976-2016). Predict the reactants needed to synthesize the given product. (1) Given the product [NH2:1][C:2]1[CH:3]=[C:4]([C:11]2[CH:12]=[CH:13][C:14]([C:17]([N:19]3[CH2:20][CH2:21][O:22][CH2:23][CH2:24]3)=[O:18])=[CH:15][CH:16]=2)[CH:5]=[CH:6][C:7]=1[NH2:8], predict the reactants needed to synthesize it. The reactants are: [NH2:1][C:2]1[CH:3]=[C:4]([C:11]2[CH:16]=[CH:15][C:14]([C:17]([N:19]3[CH2:24][CH2:23][O:22][CH2:21][CH2:20]3)=[O:18])=[CH:13][CH:12]=2)[CH:5]=[CH:6][C:7]=1[N+:8]([O-])=O. (2) Given the product [Br:1][C:2]1[C:3]([N:9]2[CH2:14][CH2:13][O:12][CH2:11][CH:10]2[C:15]([NH:49][C@H:47]([C:44]2[CH:45]=[CH:46][C:41]([Cl:40])=[CH:42][CH:43]=2)[CH3:48])=[O:17])=[N:4][C:5]([Cl:8])=[N:6][CH:7]=1, predict the reactants needed to synthesize it. The reactants are: [Br:1][C:2]1[C:3]([N:9]2[CH2:14][CH2:13][O:12][CH2:11][C@@H:10]2[C:15]([OH:17])=O)=[N:4][C:5]([Cl:8])=[N:6][CH:7]=1.ON1C2C=CC=CC=2N=N1.Cl.C(N=C=NCCCN(C)C)C.[Cl:40][C:41]1[CH:46]=[CH:45][C:44]([C@@H:47]([NH2:49])[CH3:48])=[CH:43][CH:42]=1. (3) Given the product [C:1]([C:5]1[CH:21]=[CH:20][C:8]([CH2:9][N:10]2[C:18]3[C:13](=[CH:14][C:15]([C:28]4[CH:27]=[CH:26][C:25]([O:24][C:23]([F:22])([F:34])[F:35])=[CH:30][CH:29]=4)=[CH:16][CH:17]=3)[CH:12]=[CH:11]2)=[CH:7][CH:6]=1)([CH3:4])([CH3:3])[CH3:2], predict the reactants needed to synthesize it. The reactants are: [C:1]([C:5]1[CH:21]=[CH:20][C:8]([CH2:9][N:10]2[C:18]3[C:13](=[CH:14][C:15](Br)=[CH:16][CH:17]=3)[CH:12]=[CH:11]2)=[CH:7][CH:6]=1)([CH3:4])([CH3:3])[CH3:2].[F:22][C:23]([F:35])([F:34])[O:24][C:25]1[CH:30]=[CH:29][C:28](B(O)O)=[CH:27][CH:26]=1.ClCCl.C(=O)([O-])[O-].[K+].[K+]. (4) Given the product [NH2:1][C:4]1[CH:24]=[CH:23][C:7]([O:8][C:9]2[CH:10]=[CH:11][C:12]([C:15]3[CH:19]=[CH:18][N:17]([C:20]([NH2:22])=[O:21])[N:16]=3)=[CH:13][CH:14]=2)=[CH:6][CH:5]=1, predict the reactants needed to synthesize it. The reactants are: [N+:1]([C:4]1[CH:24]=[CH:23][C:7]([O:8][C:9]2[CH:14]=[CH:13][C:12]([C:15]3[CH:19]=[CH:18][N:17]([C:20]([NH2:22])=[O:21])[N:16]=3)=[CH:11][CH:10]=2)=[CH:6][CH:5]=1)([O-])=O.[H][H].